From a dataset of Catalyst prediction with 721,799 reactions and 888 catalyst types from USPTO. Predict which catalyst facilitates the given reaction. (1) Reactant: Cl[C:2]1[CH:7]=[C:6]([C:8]2[CH:13]=[C:12]([N:14]3[CH2:19][CH2:18][CH2:17][CH2:16][CH2:15]3)[CH:11]=[CH:10][C:9]=2[N+:20]([O-:22])=[O:21])[N:5]=[CH:4][N:3]=1.[CH3:23][C:24]1[CH:25]=[C:26]([CH:29]=[CH:30][CH:31]=1)[CH2:27][NH2:28].C(=O)([O-])[O-].[K+].[K+]. Product: [CH3:23][C:24]1[CH:25]=[C:26]([CH:29]=[CH:30][CH:31]=1)[CH2:27][NH:28][C:2]1[CH:7]=[C:6]([C:8]2[CH:13]=[C:12]([N:14]3[CH2:19][CH2:18][CH2:17][CH2:16][CH2:15]3)[CH:11]=[CH:10][C:9]=2[N+:20]([O-:22])=[O:21])[N:5]=[CH:4][N:3]=1. The catalyst class is: 9. (2) Reactant: [Cl:1][C:2]1[N:7]=[C:6](Cl)[CH:5]=[C:4]([CH3:9])[N:3]=1.[CH3:10][NH2:11].CO. Product: [Cl:1][C:2]1[N:7]=[C:6]([NH:11][CH3:10])[CH:5]=[C:4]([CH3:9])[N:3]=1. The catalyst class is: 2. (3) Reactant: [CH3:1][O:2][C:3]1[CH:48]=[CH:47][C:6]([CH2:7][N:8]([CH2:38][C:39]2[CH:44]=[CH:43][C:42]([O:45][CH3:46])=[CH:41][CH:40]=2)[C:9]2[N:14]=[CH:13][C:12]([C:15]3[C:16]4[CH2:29][CH2:28][N:27]([C:30]5[S:31][CH:32]=[C:33]([C:35]([OH:37])=O)[N:34]=5)[C:17]=4[N:18]=[C:19]([N:21]4[CH2:26][CH2:25][O:24][CH2:23][CH2:22]4)[N:20]=3)=[CH:11][N:10]=2)=[CH:5][CH:4]=1.[CH2:49]([N:51]1[CH2:56][CH2:55][NH:54][CH2:53][CH2:52]1)[CH3:50].C1C=CC2N(O)N=NC=2C=1.C(N(CC)CC)C. Product: [CH3:46][O:45][C:42]1[CH:41]=[CH:40][C:39]([CH2:38][N:8]([CH2:7][C:6]2[CH:5]=[CH:4][C:3]([O:2][CH3:1])=[CH:48][CH:47]=2)[C:9]2[N:10]=[CH:11][C:12]([C:15]3[C:16]4[CH2:29][CH2:28][N:27]([C:30]5[S:31][CH:32]=[C:33]([C:35]([N:54]6[CH2:55][CH2:56][N:51]([CH2:49][CH3:50])[CH2:52][CH2:53]6)=[O:37])[N:34]=5)[C:17]=4[N:18]=[C:19]([N:21]4[CH2:26][CH2:25][O:24][CH2:23][CH2:22]4)[N:20]=3)=[CH:13][N:14]=2)=[CH:44][CH:43]=1. The catalyst class is: 3. (4) Reactant: [Cl:1][C:2]1[C:10]([Cl:11])=[C:9]2[C:5]([CH2:6][C:7]([CH:14]3[CH2:18][CH2:17][CH2:16][CH2:15]3)([CH3:13])[C:8]2=[O:12])=[CH:4][C:3]=1[C:19]#[C:20][C:21]1[CH:28]=[CH:27][C:24]([C:25]#[N:26])=[CH:23][CH:22]=1.C[Si]([N:33]=[N+:34]=[N-:35])(C)C.C([Sn](=O)CCCC)CCC. Product: [Cl:1][C:2]1[C:10]([Cl:11])=[C:9]2[C:5]([CH2:6][C:7]([CH:14]3[CH2:15][CH2:16][CH2:17][CH2:18]3)([CH3:13])[C:8]2=[O:12])=[CH:4][C:3]=1[C:19]#[C:20][C:21]1[CH:28]=[CH:27][C:24]([C:25]2[N:33]=[N:34][NH:35][N:26]=2)=[CH:23][CH:22]=1. The catalyst class is: 11. (5) Reactant: [CH3:1][O:2][C:3]1[CH:4]=[C:5]2[C:10](=[CH:11][C:12]=1[O:13][CH3:14])[N:9]=[CH:8][CH:7]=[CH:6]2.P(Cl)(Cl)([Cl:17])=O. Product: [Cl:17][C:6]1[C:5]2[C:10](=[CH:11][C:12]([O:13][CH3:14])=[C:3]([O:2][CH3:1])[CH:4]=2)[N:9]=[CH:8][CH:7]=1. The catalyst class is: 10.